Predict which catalyst facilitates the given reaction. From a dataset of Catalyst prediction with 721,799 reactions and 888 catalyst types from USPTO. Reactant: [Br:1][C:2]1[CH:3]=[C:4]([C:9]2[NH:13][N:12]=[N:11][N:10]=2)[CH:5]=[C:6]([Br:8])[CH:7]=1.[C:14]1([CH:20]([C:22]2[CH:27]=[CH:26][CH:25]=[CH:24][CH:23]=2)O)[CH:19]=[CH:18][CH:17]=[CH:16][CH:15]=1.CC1C=CC(S(O)(=O)=O)=CC=1.O. Product: [CH:20]([N:11]1[N:12]=[N:13][C:9]([C:4]2[CH:5]=[C:6]([Br:8])[CH:7]=[C:2]([Br:1])[CH:3]=2)=[N:10]1)([C:14]1[CH:19]=[CH:18][CH:17]=[CH:16][CH:15]=1)[C:22]1[CH:27]=[CH:26][CH:25]=[CH:24][CH:23]=1. The catalyst class is: 11.